Predict which catalyst facilitates the given reaction. From a dataset of Catalyst prediction with 721,799 reactions and 888 catalyst types from USPTO. (1) Product: [C:13]1(=[O:14])[C:12]2[CH:11]=[CH:10][CH:9]=[CH:8][C:7]=2[CH2:6][CH2:5][CH2:15][NH:1]1. Reactant: [N-:1]=[N+]=[N-].[Na+].[CH2:5]1[CH2:15][C:13](=[O:14])[C:12]2[C:7](=[CH:8][CH:9]=[CH:10][CH:11]=2)[CH2:6]1.C(=O)([O-])[O-].[K+].[K+]. The catalyst class is: 33. (2) Reactant: [F:1][C:2]1[CH:7]=[CH:6][C:5]([NH:8][CH2:9][CH2:10][N:11]2[C:19](=[O:20])[C:18]3[C:13](=[CH:14][CH:15]=[CH:16][CH:17]=3)[C:12]2=[O:21])=[CH:4][CH:3]=1.[C:22](N1C=CN=C1)([N:24]1[CH:28]=[CH:27][N:26]=[CH:25]1)=[O:23]. Product: [O:20]=[C:19]1[C:18]2[C:13](=[CH:14][CH:15]=[CH:16][CH:17]=2)[C:12](=[O:21])[N:11]1[CH2:10][CH2:9][N:8]([C:5]1[CH:6]=[CH:7][C:2]([F:1])=[CH:3][CH:4]=1)[C:22]([N:24]1[CH:28]=[CH:27][N:26]=[CH:25]1)=[O:23]. The catalyst class is: 1. (3) Reactant: [CH2:1]([N:8]1[C:12]([C:13]2[CH:18]=[CH:17][CH:16]=[CH:15][CH:14]=2)=[CH:11][C:10]([C:19](OC)=[O:20])=[C:9]1[Cl:23])[C:2]1[CH:7]=[CH:6][CH:5]=[CH:4][CH:3]=1.[H-].C([Al+]CC(C)C)C(C)C. Product: [CH2:1]([N:8]1[C:12]([C:13]2[CH:14]=[CH:15][CH:16]=[CH:17][CH:18]=2)=[CH:11][C:10]([CH2:19][OH:20])=[C:9]1[Cl:23])[C:2]1[CH:3]=[CH:4][CH:5]=[CH:6][CH:7]=1. The catalyst class is: 2. (4) Reactant: [CH2:1]([C:5]1[O:6][C:7]2[CH:32]=[CH:31][CH:30]=[CH:29][C:8]=2[C:9]=1[C:10]([NH:12][C:13]1[CH:18]=[CH:17][C:16]([C:19]2[CH:24]=[CH:23][C:22]([O:25][CH2:26][C:27]#[N:28])=[CH:21][CH:20]=2)=[CH:15][CH:14]=1)=[O:11])[CH2:2][CH2:3][CH3:4].[N-:33]=[N+:34]=[N-:35].[Na+].[Cl-].[NH4+]. Product: [CH2:1]([C:5]1[O:6][C:7]2[CH:32]=[CH:31][CH:30]=[CH:29][C:8]=2[C:9]=1[C:10]([NH:12][C:13]1[CH:18]=[CH:17][C:16]([C:19]2[CH:24]=[CH:23][C:22]([O:25][CH2:26][C:27]3[NH:35][N:34]=[N:33][N:28]=3)=[CH:21][CH:20]=2)=[CH:15][CH:14]=1)=[O:11])[CH2:2][CH2:3][CH3:4]. The catalyst class is: 13. (5) Reactant: [OH:1][C:2]1[CH:10]=[CH:9][C:8]([C:11]2[N:12]([C:27]([O:29][C:30]([CH3:33])([CH3:32])[CH3:31])=[O:28])[C:13]3[C:18]([CH:19]=2)=[CH:17][C:16]([CH2:20][N:21]2[CH2:26][CH2:25][CH2:24][CH2:23][CH2:22]2)=[CH:15][CH:14]=3)=[C:7]2[C:3]=1[CH2:4][NH:5][C:6]2=[O:34].C(N(CC)CC)C.[CH3:42][N:43]1[C:48]2[CH:49]=[CH:50][C:51]([S:53](Cl)(=[O:55])=[O:54])=[CH:52][C:47]=2[O:46][CH2:45][CH2:44]1. Product: [CH3:42][N:43]1[C:48]2[CH:49]=[CH:50][C:51]([S:53]([O:1][C:2]3[CH:10]=[CH:9][C:8]([C:11]4[N:12]([C:27]([O:29][C:30]([CH3:31])([CH3:33])[CH3:32])=[O:28])[C:13]5[C:18]([CH:19]=4)=[CH:17][C:16]([CH2:20][N:21]4[CH2:26][CH2:25][CH2:24][CH2:23][CH2:22]4)=[CH:15][CH:14]=5)=[C:7]4[C:3]=3[CH2:4][NH:5][C:6]4=[O:34])(=[O:55])=[O:54])=[CH:52][C:47]=2[O:46][CH2:45][CH2:44]1. The catalyst class is: 10. (6) Reactant: [Cl:1][C:2]1[CH:7]=[C:6]2[NH:8][C:9](=[O:39])[C:10]3([CH:15]([C:16]4[CH:21]=[C:20]([Cl:22])[CH:19]=[CH:18][C:17]=4[O:23][C:24]([C:27]([OH:29])=O)([CH3:26])[CH3:25])[CH2:14][C:13](=[O:30])[NH:12][CH:11]3[C:31]3[CH:36]=[C:35]([F:37])[CH:34]=[CH:33][C:32]=3[Cl:38])[C:5]2=[CH:4][CH:3]=1.C1N=CN(C(N2C=NC=C2)=O)C=1.[CH3:52][S:53]([NH2:56])(=[O:55])=[O:54].[H-].[Na+].Cl. Product: [Cl:1][C:2]1[CH:3]=[C:4]2[NH:8][C:9](=[O:39])[C:10]3([CH:15]([C:16]4[CH:21]=[C:20]([Cl:22])[CH:19]=[CH:18][C:17]=4[O:23][C:24]([CH3:25])([CH3:26])[C:27]([NH:56][S:53]([CH3:52])(=[O:55])=[O:54])=[O:29])[CH2:14][C:13](=[O:30])[NH:12][CH:11]3[C:31]3[CH:36]=[C:35]([F:37])[CH:34]=[CH:33][C:32]=3[Cl:38])[C:5]2=[CH:6][CH:7]=1. The catalyst class is: 18.